From a dataset of Forward reaction prediction with 1.9M reactions from USPTO patents (1976-2016). Predict the product of the given reaction. (1) Given the reactants Cl[C:2]([O:4]CC)=[O:3].[CH3:7][O:8][C:9]1[CH:10]=[CH:11][C:12]2[CH:13]([CH3:21])[CH:14]3[CH2:18][NH:17][CH2:16][CH:15]3[C:19]=2[CH:20]=1, predict the reaction product. The product is: [CH2:16]([NH:17][C:2](=[O:3])[O-:4])[CH3:15].[CH3:7][O:8][C:9]1[CH:10]=[CH:11][C:12]2[CH:13]([CH3:21])[CH:14]3[CH2:18][NH:17][CH2:16][CH:15]3[C:19]=2[CH:20]=1. (2) Given the reactants Br[CH2:2][CH2:3][O:4][C:5]1[CH:10]=[CH:9][C:8]([CH2:11][C@@H:12]([CH3:26])[C@@H:13]([CH3:25])[CH2:14][C:15]2[CH:20]=[CH:19][C:18]([O:21][CH3:22])=[C:17]([O:23][CH3:24])[CH:16]=2)=[CH:7][C:6]=1[O:27][CH3:28].C[O-].[Na+].[N+:32]([C:35]1[N:36]=[CH:37][NH:38][CH:39]=1)([O-:34])=[O:33], predict the reaction product. The product is: [CH3:24][O:23][C:17]1[CH:16]=[C:15]([CH2:14][C@H:13]([CH3:25])[C@H:12]([CH3:26])[CH2:11][C:8]2[CH:9]=[CH:10][C:5]([O:4][CH2:3][CH2:2][N:38]3[CH:39]=[C:35]([N+:32]([O-:34])=[O:33])[N:36]=[CH:37]3)=[C:6]([O:27][CH3:28])[CH:7]=2)[CH:20]=[CH:19][C:18]=1[O:21][CH3:22]. (3) Given the reactants [Br:1][C:2]1[CH:3]=[C:4]2[NH:10][C:9]([CH3:11])=[N:8][C:5]2=[N:6][CH:7]=1.C(N(C(C)C)CC)(C)C.Cl[C:22]([O:24][CH2:25][CH:26]([CH3:28])[CH3:27])=[O:23], predict the reaction product. The product is: [Br:1][C:2]1[CH:3]=[C:4]2[N:10]([C:22]([O:24][CH2:25][CH:26]([CH3:28])[CH3:27])=[O:23])[C:9]([CH3:11])=[N:8][C:5]2=[N:6][CH:7]=1. (4) Given the reactants [H-].[Na+].[OH:3][C:4]1[C:13]2[C:8](=[CH:9][CH:10]=[CH:11][CH:12]=2)[C:7]([CH:14]=[O:15])=[CH:6][CH:5]=1.Br[CH2:17][C:18]1[CH:23]=[CH:22][CH:21]=[C:20](Cl)[CH:19]=1.[ClH:25], predict the reaction product. The product is: [Cl:25][C:19]1[CH:20]=[CH:21][CH:22]=[CH:23][C:18]=1[CH2:17][O:3][C:4]1[C:13]2[C:8](=[CH:9][CH:10]=[CH:11][CH:12]=2)[C:7]([CH:14]=[O:15])=[CH:6][CH:5]=1. (5) Given the reactants CI.[NH2:3][N:4]1[C:22]([CH3:24])([CH3:23])[CH2:21][C:7]2[NH:8][C:9]3[CH:15]=[CH:14][C:13]([O:16][C:17]([F:20])([F:19])[F:18])=[CH:12][C:10]=3[S:11][C:6]=2[C:5]1=[O:25].[C:26]([O-])([O-])=O.[K+].[K+], predict the reaction product. The product is: [CH3:24][C:22]1([CH3:23])[N:4]([NH:3][CH3:26])[C:5](=[O:25])[C:6]2[S:11][C:10]3[CH:12]=[C:13]([O:16][C:17]([F:20])([F:19])[F:18])[CH:14]=[CH:15][C:9]=3[NH:8][C:7]=2[CH2:21]1.